Dataset: Forward reaction prediction with 1.9M reactions from USPTO patents (1976-2016). Task: Predict the product of the given reaction. (1) Given the reactants C[O:2][C:3](=[O:30])[CH2:4][CH2:5][C:6]1[CH:11]=[CH:10][C:9]([O:12][CH2:13][CH2:14][C:15]2[N:16]=[C:17]([C:21]3[CH:26]=[CH:25][CH:24]=[CH:23][CH:22]=3)[O:18][C:19]=2[CH3:20])=[CH:8][C:7]=1[CH2:27][CH2:28][NH2:29].Cl[C:32]([O:34][CH:35]([CH3:37])[CH3:36])=[O:33], predict the reaction product. The product is: [CH:35]([O:34][C:32]([NH:29][CH2:28][CH2:27][C:7]1[CH:8]=[C:9]([O:12][CH2:13][CH2:14][C:15]2[N:16]=[C:17]([C:21]3[CH:22]=[CH:23][CH:24]=[CH:25][CH:26]=3)[O:18][C:19]=2[CH3:20])[CH:10]=[CH:11][C:6]=1[CH2:5][CH2:4][C:3]([OH:30])=[O:2])=[O:33])([CH3:37])[CH3:36]. (2) Given the reactants I[C:2]1[CH:10]=[CH:9][C:8]([NH:11][C:12](=[O:22])[CH:13]([C:16]2[CH:21]=[CH:20][CH:19]=[CH:18][CH:17]=2)[CH2:14][CH3:15])=[CH:7][C:3]=1[C:4]([NH2:6])=[O:5].[CH3:23][O:24][C:25]1[CH:26]=[C:27]2[C:32](=[CH:33][CH:34]=1)[CH:31]=[C:30](B(O)O)[CH:29]=[CH:28]2, predict the reaction product. The product is: [CH3:23][O:24][C:25]1[CH:26]=[C:27]2[C:32]([CH:31]=[CH:30][C:29]([C:2]3[CH:10]=[CH:9][C:8]([NH:11][C:12](=[O:22])[CH:13]([C:16]4[CH:21]=[CH:20][CH:19]=[CH:18][CH:17]=4)[CH2:14][CH3:15])=[CH:7][C:3]=3[C:4]([NH2:6])=[O:5])=[CH:28]2)=[CH:33][CH:34]=1. (3) Given the reactants [Br:1][C:2]1[CH:7]=[CH:6][C:5]([S:8]([NH:11][CH2:12][C@H:13]2[CH2:18][CH2:17][C@H:16]([C:19](O)=[O:20])[CH2:15][CH2:14]2)(=[O:10])=[O:9])=[C:4]([O:22][C:23]([F:26])([F:25])[F:24])[CH:3]=1.C([N:29](CC)CC)C.ClC(OCC)=O.N, predict the reaction product. The product is: [Br:1][C:2]1[CH:7]=[CH:6][C:5]([S:8]([NH:11][CH2:12][C@H:13]2[CH2:18][CH2:17][C@H:16]([C:19]([NH2:29])=[O:20])[CH2:15][CH2:14]2)(=[O:10])=[O:9])=[C:4]([O:22][C:23]([F:26])([F:25])[F:24])[CH:3]=1. (4) Given the reactants [CH3:13][C:12]([O:11][C:9](O[C:9]([O:11][C:12]([CH3:15])([CH3:14])[CH3:13])=[O:10])=[O:10])([CH3:15])[CH3:14].C1COCC1.[NH2:21][C@H:22]([C:25]1[CH:30]=[CH:29][CH:28]=[CH:27][CH:26]=1)[CH2:23][OH:24], predict the reaction product. The product is: [OH:24][CH2:23][C@H:22]([NH:21][C:9](=[O:10])[O:11][C:12]([CH3:13])([CH3:14])[CH3:15])[C:25]1[CH:30]=[CH:29][CH:28]=[CH:27][CH:26]=1. (5) Given the reactants [CH3:1][O:2][C:3]([C:5]1[CH:10]=[CH:9][C:8](/[N:11]=[CH:12]/[C:13]2[CH:14]=[C:15]([CH:26]=[CH:27][CH:28]=2)[C:16]([O:18][CH2:19][C:20]2[CH:25]=[CH:24][CH:23]=[CH:22][CH:21]=2)=[O:17])=[CH:7][CH:6]=1)=[O:4].[C:29](OCC)(=O)C.[O:35]1[CH2:39][CH2:38][CH2:37]C1, predict the reaction product. The product is: [CH2:19]([O:18][C:16]([C:15]1[CH:14]=[C:13]([CH:12]2[C:38]([CH3:29])([CH3:37])[CH:39]([OH:35])[C:7]3[C:8](=[CH:9][CH:10]=[C:5]([C:3]([O:2][CH3:1])=[O:4])[CH:6]=3)[NH:11]2)[CH:28]=[CH:27][CH:26]=1)=[O:17])[C:20]1[CH:21]=[CH:22][CH:23]=[CH:24][CH:25]=1. (6) Given the reactants [C:1]([C:4]1[N:9]=[C:8]([C:10]2[CH:15]=[CH:14][C:13](B(O)O)=[CH:12][CH:11]=2)[C:7]([CH3:19])=[N:6][C:5]=1[CH3:20])(=[O:3])[NH2:2].[F:21][C:22]([F:43])([F:42])[C:23]1[CH:24]=[C:25]([CH2:37][C:38]([O:40]C)=[O:39])[CH:26]=[CH:27][C:28]=1OS(C(F)(F)F)(=O)=O.C(=O)([O-])[O-].[Na+].[Na+].[Cl-].[Li+].Cl, predict the reaction product. The product is: [C:1]([C:4]1[N:9]=[C:8]([C:10]2[CH:15]=[CH:14][C:13]([C:28]3[CH:27]=[CH:26][C:25]([CH2:37][C:38]([OH:40])=[O:39])=[CH:24][C:23]=3[C:22]([F:21])([F:42])[F:43])=[CH:12][CH:11]=2)[C:7]([CH3:19])=[N:6][C:5]=1[CH3:20])(=[O:3])[NH2:2].